From a dataset of Catalyst prediction with 721,799 reactions and 888 catalyst types from USPTO. Predict which catalyst facilitates the given reaction. (1) Reactant: [NH:1]1[CH2:5][CH2:4][CH2:3][CH2:2]1.[Cl:6][C:7]1[CH:8]=[CH:9][C:10]([N+:15]([O-:17])=[O:16])=[C:11]([CH:14]=1)[CH:12]=O.C(O[BH-](OC(=O)C)OC(=O)C)(=O)C.[Na+]. The catalyst class is: 4. Product: [Cl:6][C:7]1[CH:8]=[CH:9][C:10]([N+:15]([O-:17])=[O:16])=[C:11]([CH:14]=1)[CH2:12][N:1]1[CH2:5][CH2:4][CH2:3][CH2:2]1. (2) Reactant: [CH2:1]([N:8]1[C:16]2[C:11](=[CH:12][C:13]([C:17]([OH:26])([C:22]([F:25])([F:24])[F:23])[C:18]([F:21])([F:20])[F:19])=[CH:14][CH:15]=2)[CH:10]=[C:9]1[CH3:27])[C:2]1[CH:7]=[CH:6][CH:5]=[CH:4][CH:3]=1.[O-]S(C(F)(F)[F:33])(=O)=O.F[N+]1C=CC=CC=1.[NH4+].[Cl-].CCOCC. Product: [CH2:1]([N:8]1[C:16]2[C:11](=[CH:12][C:13]([C:17]([OH:26])([C:18]([F:19])([F:20])[F:21])[C:22]([F:25])([F:23])[F:24])=[CH:14][CH:15]=2)[C:10]([F:33])=[C:9]1[CH3:27])[C:2]1[CH:3]=[CH:4][CH:5]=[CH:6][CH:7]=1. The catalyst class is: 68. (3) Reactant: [C:1]([O:5][C:6]([N:8]1[CH2:13][CH2:12][C:11](=[C:14]2[C:20]3[CH:21]=[CH:22][C:23]([Cl:25])=[CH:24][C:19]=3[C:18](Br)=[CH:17][C:16]3[CH:27]=[CH:28][CH:29]=[CH:30][C:15]2=3)[CH2:10][CH2:9]1)=[O:7])([CH3:4])([CH3:3])[CH3:2].[Li]CCCC.[CH3:36][N:37]1[C:41]([CH:42]=[O:43])=[CH:40][N:39]=[CH:38]1. Product: [C:1]([O:5][C:6]([N:8]1[CH2:13][CH2:12][C:11](=[C:14]2[C:20]3[CH:21]=[CH:22][C:23]([Cl:25])=[CH:24][C:19]=3[C:18]([CH:42]([OH:43])[C:41]3[N:37]([CH3:36])[CH:38]=[N:39][CH:40]=3)=[CH:17][C:16]3[CH:27]=[CH:28][CH:29]=[CH:30][C:15]2=3)[CH2:10][CH2:9]1)=[O:7])([CH3:4])([CH3:3])[CH3:2]. The catalyst class is: 334. (4) Reactant: [CH2:1]([O:8][C:9]([N:11]1[CH2:15][C:14]([F:17])([F:16])[CH2:13][C@H:12]1[C:18]([NH2:21])=[N:19][OH:20])=[O:10])[C:2]1[CH:7]=[CH:6][CH:5]=[CH:4][CH:3]=1.[CH3:22][O:23][C:24]([C:26]#[C:27][C:28]([O:30][CH3:31])=[O:29])=[O:25]. Product: [CH3:22][O:23][C:24](=[O:25])[C:26]([O:20][N:19]=[C:18]([NH2:21])[C@@H:12]1[CH2:13][C:14]([F:17])([F:16])[CH2:15][N:11]1[C:9]([O:8][CH2:1][C:2]1[CH:3]=[CH:4][CH:5]=[CH:6][CH:7]=1)=[O:10])=[CH:27][C:28]([O:30][CH3:31])=[O:29]. The catalyst class is: 22.